Task: Predict which catalyst facilitates the given reaction.. Dataset: Catalyst prediction with 721,799 reactions and 888 catalyst types from USPTO (1) The catalyst class is: 17. Reactant: [Cl:1][C:2]1[CH:8]=[C:7]([CH3:9])[CH:6]=[CH:5][C:3]=1[NH2:4].[Cl:10][CH2:11][CH2:12][CH2:13][CH2:14][S:15](Cl)(=[O:17])=[O:16].O. Product: [Cl:1][C:2]1[CH:8]=[C:7]([CH3:9])[CH:6]=[CH:5][C:3]=1[NH:4][S:15]([CH2:14][CH2:13][CH2:12][CH2:11][Cl:10])(=[O:17])=[O:16]. (2) Reactant: [Br:1][C:2]1[CH:18]=[CH:17][CH:16]=[CH:15][C:3]=1[O:4][C:5]1[CH:14]=[CH:13][C:8]([C:9]([O:11]C)=[O:10])=[CH:7][CH:6]=1.CO.[OH-].[Na+]. Product: [Br:1][C:2]1[CH:18]=[CH:17][CH:16]=[CH:15][C:3]=1[O:4][C:5]1[CH:14]=[CH:13][C:8]([C:9]([OH:11])=[O:10])=[CH:7][CH:6]=1. The catalyst class is: 6. (3) Reactant: [Cl:1][C:2]1[CH:3]=[C:4]([CH:6]=[C:7]([Cl:9])[CH:8]=1)[NH2:5].[CH2:10]([C:12](=O)[C:13]([O-:15])=[O:14])[CH3:11].[Br:17][C:18]1[CH:25]=[CH:24][C:21](C=C)=[CH:20][CH:19]=1.F[C:27](F)(F)[C:28](O)=O. Product: [CH2:27]([O:15][C:13]([CH:12]1[CH2:10][CH:11]([C:21]2[CH:24]=[CH:25][C:18]([Br:17])=[CH:19][CH:20]=2)[C:3]2[C:4](=[CH:6][C:7]([Cl:9])=[CH:8][C:2]=2[Cl:1])[NH:5]1)=[O:14])[CH3:28]. The catalyst class is: 10. (4) Reactant: Br[C:2]1[CH:3]=[C:4]2[O:10][C:9]([NH:11][C:12]([O:14][C:15]([CH3:18])([CH3:17])[CH3:16])=[O:13])=[C:8]([C:19]([O:21][CH2:22][CH3:23])=[O:20])[C:5]2=[N:6][CH:7]=1.[CH:24]1([B-](F)(F)F)[CH2:26][CH2:25]1.[K+].C([O-])([O-])=O.[Cs+].[Cs+].C12(P(C34CC5CC(CC(C5)C3)C4)CCCC)CC3CC(CC(C3)C1)C2. Product: [C:15]([O:14][C:12]([NH:11][C:9]1[O:10][C:4]2[C:5](=[N:6][CH:7]=[C:2]([CH:24]3[CH2:26][CH2:25]3)[CH:3]=2)[C:8]=1[C:19]([O:21][CH2:22][CH3:23])=[O:20])=[O:13])([CH3:18])([CH3:17])[CH3:16]. The catalyst class is: 318. (5) Reactant: CC(C)([O-])C.[K+].[CH3:7][C:8]1([CH3:15])[CH2:13][CH2:12][CH2:11][CH:10]([SH:14])[CH2:9]1.Cl[C:17]1[CH:24]=[CH:23][C:20]([C:21]#[N:22])=[CH:19][N:18]=1. Product: [CH3:7][C:8]1([CH3:15])[CH2:13][CH2:12][CH2:11][CH:10]([S:14][C:17]2[N:18]=[CH:19][C:20]([C:21]#[N:22])=[CH:23][CH:24]=2)[CH2:9]1. The catalyst class is: 18. (6) Reactant: [CH2:1]([S:3][C:4]1[S:8][CH:7]=[N:6][C:5]=1[C:9]([O:11]CC)=[O:10])[CH3:2].[OH-].[Na+].Cl. Product: [CH2:1]([S:3][C:4]1[S:8][CH:7]=[N:6][C:5]=1[C:9]([OH:11])=[O:10])[CH3:2]. The catalyst class is: 90.